Task: Predict the product of the given reaction.. Dataset: Forward reaction prediction with 1.9M reactions from USPTO patents (1976-2016) (1) Given the reactants [NH2:1][C:2]1[NH:7][C:6](=[O:8])[N:5]=[C:4]([NH2:9])[CH:3]=1.C[Si](N[Si](C)(C)C)(C)C.CC(O[CH:23]1[O:27][C@H:26]([CH2:28][O:29][C:30]([C:32]2[CH:37]=[CH:36][CH:35]=[CH:34][CH:33]=2)=[O:31])[C@@H:25]([O:38][C:39]([C:41]2[CH:46]=[CH:45][CH:44]=[CH:43][CH:42]=2)=[O:40])[C@H:24]1[O:47][C:48]([C:50]1[CH:55]=[CH:54][CH:53]=[CH:52][CH:51]=1)=[O:49])=O.[Si](OS(C(F)(F)F)(=O)=O)(C)(C)C.C(=O)(O)[O-].[Na+], predict the reaction product. The product is: [NH2:1][C:2]1[N:7]([C@@H:23]2[O:27][C@H:26]([CH2:28][O:29][C:30](=[O:31])[C:32]3[CH:37]=[CH:36][CH:35]=[CH:34][CH:33]=3)[C@@H:25]([O:38][C:39](=[O:40])[C:41]3[CH:46]=[CH:45][CH:44]=[CH:43][CH:42]=3)[C@H:24]2[O:47][C:48](=[O:49])[C:50]2[CH:51]=[CH:52][CH:53]=[CH:54][CH:55]=2)[C:6](=[O:8])[N:5]=[C:4]([NH2:9])[CH:3]=1. (2) Given the reactants [CH3:1][O:2][C:3]1[CH:8]=[CH:7][C:6]([N:9]2[CH2:14][CH2:13][N:12]([C:15]3[C:16]([CH3:40])=[C:17]([CH3:39])[C:18]4[O:22][C:21]([CH3:24])([CH3:23])[CH:20]([O:25][CH2:26][C:27]5[CH:36]=[CH:35][C:30]([C:31]([O:33]C)=[O:32])=[CH:29][CH:28]=5)[C:19]=4[C:37]=3[CH3:38])[CH2:11][CH2:10]2)=[CH:5][CH:4]=1.C1COCC1.[OH-].[Na+].Cl, predict the reaction product. The product is: [CH3:1][O:2][C:3]1[CH:4]=[CH:5][C:6]([N:9]2[CH2:10][CH2:11][N:12]([C:15]3[C:16]([CH3:40])=[C:17]([CH3:39])[C:18]4[O:22][C:21]([CH3:24])([CH3:23])[CH:20]([O:25][CH2:26][C:27]5[CH:28]=[CH:29][C:30]([C:31]([OH:33])=[O:32])=[CH:35][CH:36]=5)[C:19]=4[C:37]=3[CH3:38])[CH2:13][CH2:14]2)=[CH:7][CH:8]=1. (3) Given the reactants I[C:2]1[CH:7]=[N:6][N:5](C2CCCCO2)[C:4](=[O:14])[CH:3]=1.[C:15]1([SH:21])[CH:20]=[CH:19][CH:18]=[CH:17][CH:16]=1, predict the reaction product. The product is: [C:15]1([S:21][C:2]2[CH:7]=[N:6][NH:5][C:4](=[O:14])[CH:3]=2)[CH:20]=[CH:19][CH:18]=[CH:17][CH:16]=1. (4) Given the reactants C([O:3][C:4]([C@@:6]1([NH:11][C:12]([CH:14]2[CH2:19][N:18]([C:20]([O:22][C:23]([CH3:26])([CH3:25])[CH3:24])=[O:21])[CH2:17][C:16]3=[CH:27][NH:28][N:29]=[C:15]23)=[O:13])[CH2:8][C@H:7]1[CH:9]=[CH2:10])=[O:5])C.[Li+].[OH-], predict the reaction product. The product is: [C:23]([O:22][C:20]([N:18]1[CH2:19][CH:14]([C:12]([NH:11][C@:6]2([C:4]([OH:5])=[O:3])[CH2:8][C@H:7]2[CH:9]=[CH2:10])=[O:13])[C:15]2=[N:29][NH:28][CH:27]=[C:16]2[CH2:17]1)=[O:21])([CH3:24])([CH3:25])[CH3:26].